Task: Predict the product of the given reaction.. Dataset: Forward reaction prediction with 1.9M reactions from USPTO patents (1976-2016) (1) Given the reactants C(OC([NH:8]C1C=CN=CC=1B(O)O)=O)(C)(C)C.[CH2:18]([N:22]1[C:34]([CH2:35][CH:36]([CH3:38])[CH3:37])=[C:33]2[C:24]([C:25]([NH2:39])=[N:26][C:27]3[CH:28]=[CH:29]C=[CH:31][C:32]=32)=[N:23]1)[CH2:19][CH2:20][CH3:21].C1(P(C2C=CC=CC=2)C2C=CC=CC=2)C=CC=CC=1, predict the reaction product. The product is: [CH2:18]([N:22]1[C:34]([CH2:35][CH:36]([CH3:38])[CH3:37])=[C:33]2[C:24]([C:25]([NH2:39])=[N:26][C:27]3[CH:28]=[CH:29][N:8]=[CH:31][C:32]=32)=[N:23]1)[CH2:19][CH2:20][CH3:21]. (2) Given the reactants [F:1][C:2]([F:19])([F:18])[C:3]1[CH:8]=[CH:7][C:6]([S:9]([N:12]2[CH2:17][CH2:16][NH:15][CH2:14][CH2:13]2)(=[O:11])=[O:10])=[CH:5][CH:4]=1.[N:20]1[N:24]2[CH:25]=[CH:26][CH:27]=[N:28][C:23]2=[C:22]([C:29](O)=[O:30])[CH:21]=1.C1C=CC2N(O)N=NC=2C=1.O.CN(C(ON1N=NC2C=CC=CC1=2)=[N+](C)C)C.F[P-](F)(F)(F)(F)F.CCN(C(C)C)C(C)C, predict the reaction product. The product is: [F:19][C:2]([F:1])([F:18])[C:3]1[CH:4]=[CH:5][C:6]([S:9]([N:12]2[CH2:17][CH2:16][N:15]([C:29]([C:22]3[CH:21]=[N:20][N:24]4[CH:25]=[CH:26][CH:27]=[N:28][C:23]=34)=[O:30])[CH2:14][CH2:13]2)(=[O:10])=[O:11])=[CH:7][CH:8]=1. (3) The product is: [Cl:1][C:2]1[CH:3]=[CH:4][C:5]([O:22][CH3:23])=[C:6]([CH:21]=1)[C:7](/[N:9]=[C:10]1\[S:11][C:12]2[C:18]([CH3:19])([CH3:20])[O:17][CH2:16][CH2:15][C:13]=2[N:14]\1[CH2:24][CH:25]([CH3:28])[CH3:26])=[O:8]. Given the reactants [Cl:1][C:2]1[CH:3]=[CH:4][C:5]([O:22][CH3:23])=[C:6]([CH:21]=1)[C:7]([NH:9][C:10]1[S:11][C:12]2[C:18]([CH3:20])([CH3:19])[O:17][CH2:16][CH2:15][C:13]=2[N:14]=1)=[O:8].[CH3:24][C:25]([CH3:28])([O-])[CH3:26].[K+].BrCC(C)C, predict the reaction product. (4) Given the reactants [Br:1][C:2]1[CH:3]=[C:4]([CH:8]=[C:9]([O:11][C:12]([F:15])([F:14])[F:13])[CH:10]=1)[C:5]([OH:7])=[O:6].Br[C:17]1C=C(C=C(O)C=1)C(OC)=O, predict the reaction product. The product is: [Br:1][C:2]1[CH:3]=[C:4]([CH:8]=[C:9]([O:11][C:12]([F:13])([F:14])[F:15])[CH:10]=1)[C:5]([O:7][CH3:17])=[O:6].